This data is from Full USPTO retrosynthesis dataset with 1.9M reactions from patents (1976-2016). The task is: Predict the reactants needed to synthesize the given product. (1) Given the product [IH:30].[CH:23]([O:22][CH2:21][CH2:20][N:19]1[C:18]2[CH:26]=[CH:27][CH:28]=[CH:29][C:17]=2[N:16]=[C:15]1[N:11]1[CH2:12][CH2:13][CH2:14][NH:8][CH2:9][CH2:10]1)([CH3:25])[CH3:24], predict the reactants needed to synthesize it. The reactants are: C(OC([N:8]1[CH2:14][CH2:13][CH2:12][N:11]([C:15]2[N:19]([CH2:20][CH2:21][O:22][CH:23]([CH3:25])[CH3:24])[C:18]3[CH:26]=[CH:27][CH:28]=[CH:29][C:17]=3[N:16]=2)[CH2:10][CH2:9]1)=O)(C)(C)C.[IH:30].C(O)C. (2) Given the product [Cl:1][C:2]1[CH:7]=[CH:6][CH:5]=[CH:4][C:3]=1[C:8]([C:11]1[N:12]([C:28]2[CH:33]=[CH:32][C:31]([C:34]3[CH:39]=[CH:38][CH:37]=[C:36]([S:40]([CH3:43])(=[O:42])=[O:41])[CH:35]=3)=[CH:30][CH:29]=2)[CH:13]=[C:14]([CH:16]2[CH2:20][CH2:19][CH2:18][NH:17]2)[N:15]=1)([CH3:10])[CH3:9], predict the reactants needed to synthesize it. The reactants are: [Cl:1][C:2]1[CH:7]=[CH:6][CH:5]=[CH:4][C:3]=1[C:8]([C:11]1[N:12]([C:28]2[CH:33]=[CH:32][C:31]([C:34]3[CH:39]=[CH:38][CH:37]=[C:36]([S:40]([CH3:43])(=[O:42])=[O:41])[CH:35]=3)=[CH:30][CH:29]=2)[CH:13]=[C:14]([CH:16]2[CH2:20][CH2:19][CH2:18][N:17]2C(OC(C)(C)C)=O)[N:15]=1)([CH3:10])[CH3:9].C(O)(C(F)(F)F)=O. (3) The reactants are: [Cl:1][C:2]1[CH:3]=[N:4][CH:5]=[C:6]([Cl:22])[C:7]=1[S:8][C:9]1[S:13][C:12]([C:14]([O:16]CC)=[O:15])=[CH:11][C:10]=1[N+:19]([O-:21])=[O:20].S(=O)(=O)(O)O. Given the product [Cl:22][C:6]1[CH:5]=[N:4][CH:3]=[C:2]([Cl:1])[C:7]=1[S:8][C:9]1[S:13][C:12]([C:14]([OH:16])=[O:15])=[CH:11][C:10]=1[N+:19]([O-:21])=[O:20], predict the reactants needed to synthesize it. (4) Given the product [F:9][C@H:10]1[CH2:14][CH2:13][N:12]([C:4](=[O:6])[CH2:3][N+:1]#[C-:2])[CH2:11]1, predict the reactants needed to synthesize it. The reactants are: [N+:1]([CH2:3][C:4]([O:6]C)=O)#[C-:2].Cl.[F:9][C@H:10]1[CH2:14][CH2:13][NH:12][CH2:11]1.C(N(CC)CC)C. (5) Given the product [O:12]([C:5]1[C:4]2[C:9](=[CH:10][CH:11]=[C:2]([CH:26]=[O:27])[CH:3]=2)[N:8]=[CH:7][CH:6]=1)[C:13]1[CH:18]=[CH:17][CH:16]=[CH:15][CH:14]=1, predict the reactants needed to synthesize it. The reactants are: Br[C:2]1[CH:3]=[C:4]2[C:9](=[CH:10][CH:11]=1)[N:8]=[CH:7][CH:6]=[C:5]2[O:12][C:13]1[CH:18]=[CH:17][CH:16]=[CH:15][CH:14]=1.C([Li])CCC.CN(C)[CH:26]=[O:27].